From a dataset of Catalyst prediction with 721,799 reactions and 888 catalyst types from USPTO. Predict which catalyst facilitates the given reaction. (1) Reactant: CS(C)=O.C(Cl)(=O)C(Cl)=O.[Si:11]([O:18][C@H:19]1[CH2:23][N:22]([C:24]([O:26][C:27]([CH3:30])([CH3:29])[CH3:28])=[O:25])[C@H:21]([CH2:31][OH:32])[CH2:20]1)([C:14]([CH3:17])([CH3:16])[CH3:15])([CH3:13])[CH3:12].C(N(CC)CC)C. Product: [Si:11]([O:18][C@H:19]1[CH2:23][N:22]([C:24]([O:26][C:27]([CH3:30])([CH3:29])[CH3:28])=[O:25])[C@H:21]([CH:31]=[O:32])[CH2:20]1)([C:14]([CH3:17])([CH3:16])[CH3:15])([CH3:13])[CH3:12]. The catalyst class is: 46. (2) Reactant: C[O:2][CH:3](OC)[CH2:4][N:5]1[C:14]2[C:9](=[N:10][CH:11]=[C:12]([F:15])[CH:13]=2)[CH:8]=[CH:7][C:6]1=[O:16].[ClH:19]. Product: [OH2:2].[ClH:19].[F:15][C:12]1[CH:13]=[C:14]2[C:9]([CH:8]=[CH:7][C:6](=[O:16])[N:5]2[CH2:4][CH:3]=[O:2])=[N:10][CH:11]=1. The catalyst class is: 131. (3) Reactant: O=[C:2]1[NH:8][C:7]2[CH:9]=[CH:10][CH:11]=[CH:12][C:6]=2[NH:5][C:4](=[O:13])[CH2:3]1.[CH2:14](I)[C:15]([CH3:18])([CH3:17])[CH3:16].[C:20]([O-:23])([O-])=O.[Cs+].[Cs+].O. Product: [O:13]=[C:4]1[N:5]([CH2:14][C:15]([CH3:18])([CH3:17])[CH3:16])[C:6]2[CH:12]=[CH:11][CH:10]=[CH:9][C:7]=2[N:8]([CH2:2][C:15]([CH3:17])([CH3:16])[CH3:14])[C:20](=[O:23])[CH2:3]1. The catalyst class is: 197. (4) Reactant: C([N-]C(C)C)(C)C.[Li+].CCCCCCC.O1CCCC1.[C:21]([O:24][CH2:25][CH3:26])(=[O:23])[CH3:22].[CH2:27]1[C:35]2[C:30](=[CH:31][CH:32]=[CH:33][CH:34]=2)[CH2:29][C:28]1=[O:36]. Product: [OH:36][C:28]1([CH2:22][C:21]([O:24][CH2:25][CH3:26])=[O:23])[CH2:29][C:30]2[C:35](=[CH:34][CH:33]=[CH:32][CH:31]=2)[CH2:27]1. The catalyst class is: 7. (5) Reactant: [CH:1]([N:4]1[C:8]([C:9]2[N:18]=[C:17]3[N:11]([CH2:12][CH2:13][O:14][C:15]4[CH:22]=[C:21]([OH:23])[CH:20]=[CH:19][C:16]=43)[CH:10]=2)=[N:7][CH:6]=[N:5]1)([CH3:3])[CH3:2].[CH2:24]([O:31][C:32]([N:34]1[CH2:39][CH2:38][CH:37]([CH:40](O)[CH3:41])[CH2:36][CH2:35]1)=[O:33])[C:25]1[CH:30]=[CH:29][CH:28]=[CH:27][CH:26]=1.C1C=CC(P(C2C=CC=CC=2)C2C=CC=CC=2)=CC=1.CC(OC(/N=N/C(OC(C)C)=O)=O)C. Product: [CH2:24]([O:31][C:32]([N:34]1[CH2:39][CH2:38][CH:37]([CH:40]([O:23][C:21]2[CH:20]=[CH:19][C:16]3[C:17]4[N:11]([CH2:12][CH2:13][O:14][C:15]=3[CH:22]=2)[CH:10]=[C:9]([C:8]2[N:4]([CH:1]([CH3:3])[CH3:2])[N:5]=[CH:6][N:7]=2)[N:18]=4)[CH3:41])[CH2:36][CH2:35]1)=[O:33])[C:25]1[CH:26]=[CH:27][CH:28]=[CH:29][CH:30]=1. The catalyst class is: 12. (6) Reactant: Cl[S:2]([OH:5])(=[O:4])=[O:3].[NH2:6][C:7]1[CH:8]=[CH:9][CH:10]=[C:11]2[C:16]=1[N:15]=[CH:14][CH:13]=[CH:12]2.P(Cl)(Cl)(Cl)(Cl)Cl.[C:23]1(O)[CH:28]=[CH:27][CH:26]=[CH:25][CH:24]=1. Product: [C:23]1([O:5][S:2](=[O:4])(=[O:3])[NH:6][C:7]2[CH:8]=[CH:9][CH:10]=[C:11]3[C:16]=2[N:15]=[CH:14][CH:13]=[CH:12]3)[CH:28]=[CH:27][CH:26]=[CH:25][CH:24]=1. The catalyst class is: 34.